The task is: Binary Classification. Given a drug SMILES string, predict its activity (active/inactive) in a high-throughput screening assay against a specified biological target.. This data is from Cav3 T-type calcium channel HTS with 100,875 compounds. (1) The compound is O1CCN(CC(=O)N2CCN(CC2)c2nnc(c3c2cccc3)c2ccc(cc2)C)CC1. The result is 0 (inactive). (2) The molecule is s1c(nc2c1nccc2)c1c(c(NC(=O)COCC)ccc1)C. The result is 0 (inactive). (3) The compound is Clc1c(OCCCC(=O)NC(=S)N(c2ccccc2)C)ccc(Cl)c1. The result is 1 (active). (4) The compound is O=C(NC(CCC)C)c1cc2c3CC(CCc3[nH]c2cc1)C. The result is 1 (active). (5) The drug is Clc1c(c2noc(c2C(=O)Nc2scc(n2)CC(OCC)=O)C)c(F)ccc1. The result is 0 (inactive). (6) The drug is O(C(=O)C1C(N(C(=O)NC1c1ccccc1)CCOC)C)C. The result is 0 (inactive). (7) The drug is S(c1n(c(nn1)c1ccc(F)cc1)CC=C)Cn1nnc2c(c1=O)cccc2. The result is 0 (inactive). (8) The molecule is Clc1cc(CCNC(=O)C2C3CC(C2C(O)=O)C=C3)ccc1. The result is 0 (inactive). (9) The molecule is S(C(c1onc(n1)c1cccnc1)C)c1ccc(cc1)C. The result is 0 (inactive).